Dataset: Forward reaction prediction with 1.9M reactions from USPTO patents (1976-2016). Task: Predict the product of the given reaction. Given the reactants [OH:1][CH2:2][CH2:3][CH2:4][O:5][C:6]1[CH:11]=[CH:10][C:9]([CH2:12][C@H:13]([O:17][CH3:18])[C:14]([OH:16])=[O:15])=[CH:8][CH:7]=1.O[C:20]1[CH:29]=[C:28]2[C:23]([C:24](=[O:36])[CH2:25][CH:26]([C:30]3[CH:35]=[CH:34][CH:33]=[CH:32][CH:31]=3)[O:27]2)=[CH:22][CH:21]=1, predict the reaction product. The product is: [CH3:18][O:17][C@@H:13]([CH2:12][C:9]1[CH:10]=[CH:11][C:6]([O:5][CH2:4][CH2:3][CH2:2][O:1][C:20]2[CH:29]=[C:28]3[C:23]([C:24](=[O:36])[CH2:25][CH:26]([C:30]4[CH:35]=[CH:34][CH:33]=[CH:32][CH:31]=4)[O:27]3)=[CH:22][CH:21]=2)=[CH:7][CH:8]=1)[C:14]([OH:16])=[O:15].